From a dataset of Forward reaction prediction with 1.9M reactions from USPTO patents (1976-2016). Predict the product of the given reaction. Given the reactants [C:1]1([C:7]2[O:11][C:10]([C:12]([OH:14])=O)=[CH:9][CH:8]=2)[CH:6]=[CH:5][CH:4]=[CH:3][CH:2]=1.Cl.Cl.[N:17]12[CH2:25][CH2:24][CH:21]([CH2:22][CH2:23]1)[NH:20][CH2:19][CH2:18]2.O.ON1C2C=CC=CC=2N=N1.F[B-](F)(F)F.N1(OC(N(C)C)=[N+](C)C)C2C=CC=CC=2N=N1.C(N(C(C)C)CC)(C)C.[OH-].[Na+], predict the reaction product. The product is: [N:17]12[CH2:25][CH2:24][CH:21]([CH2:22][CH2:23]1)[N:20]([C:12]([C:10]1[O:11][C:7]([C:1]3[CH:2]=[CH:3][CH:4]=[CH:5][CH:6]=3)=[CH:8][CH:9]=1)=[O:14])[CH2:19][CH2:18]2.